The task is: Predict the reactants needed to synthesize the given product.. This data is from Full USPTO retrosynthesis dataset with 1.9M reactions from patents (1976-2016). (1) Given the product [Cl:35][C:32]1[CH:33]=[CH:34][C:29]([NH:28][C:26]([C:21]2[C:20]([NH:19][C:17](=[O:18])[C:16]3[CH:36]=[CH:37][C:38]([S:40][CH3:41])=[CH:39][C:15]=3[O:14][CH:11]3[CH2:12][CH2:13][NH:8][CH2:9][CH2:10]3)=[CH:25][CH:24]=[CH:23][N:22]=2)=[O:27])=[N:30][CH:31]=1, predict the reactants needed to synthesize it. The reactants are: C(OC([N:8]1[CH2:13][CH2:12][CH:11]([O:14][C:15]2[CH:39]=[C:38]([S:40][CH3:41])[CH:37]=[CH:36][C:16]=2[C:17]([NH:19][C:20]2[C:21]([C:26]([NH:28][C:29]3[CH:34]=[CH:33][C:32]([Cl:35])=[CH:31][N:30]=3)=[O:27])=[N:22][CH:23]=[CH:24][CH:25]=2)=[O:18])[CH2:10][CH2:9]1)=O)(C)(C)C. (2) Given the product [Cl:13][C:14]1[CH:23]=[C:22]([F:24])[C:21]([N:25]2[CH:5]=[CH:4][CH:3]=[N:26]2)=[CH:20][C:15]=1[C:16]([O:18][CH2:19][CH3:27])=[O:17].[Cl:13][C:14]1[CH:23]=[C:22]([F:24])[C:21]([N:25]2[CH:5]=[CH:4][CH:3]=[N:26]2)=[CH:20][C:15]=1[C:16]([O:18][CH3:19])=[O:17].[Cl:13][C:14]1[CH:23]=[C:22]([F:24])[C:21]([N:25]2[CH:5]=[CH:4][CH:3]=[N:26]2)=[CH:20][C:15]=1[C:16]([OH:18])=[O:17], predict the reactants needed to synthesize it. The reactants are: CO[CH:3](OC)[CH2:4][CH:5](OC)OC.Cl.[Cl:13][C:14]1[CH:23]=[C:22]([F:24])[C:21]([NH:25][NH2:26])=[CH:20][C:15]=1[C:16]([O:18][CH3:19])=[O:17].[CH2:27](O)C. (3) Given the product [C:14]([O:9][C:6]1[C:4](=[O:5])[CH:3]=[C:2]([CH3:1])[O:8][CH:7]=1)(=[O:17])[CH2:15][CH3:16], predict the reactants needed to synthesize it. The reactants are: [CH3:1][C:2]1[O:8][CH:7]=[C:6]([OH:9])[C:4](=[O:5])[CH:3]=1.CN(C)C.[C:14](O[C:14](=[O:17])[CH2:15][CH3:16])(=[O:17])[CH2:15][CH3:16]. (4) Given the product [CH3:17][C:5]1[S:4][C:3]2[C:2](=[CH2:1])[C:11]3[CH:12]=[CH:13][CH:14]=[CH:15][C:10]=3[CH2:9][CH2:8][C:7]=2[N:6]=1, predict the reactants needed to synthesize it. The reactants are: [CH2:1]=[C:2]1[C:11]2[CH:12]=[CH:13][CH:14]=[CH:15][C:10]=2[CH2:9][CH2:8][C:7]2[N:6]=[CH:5][S:4][C:3]1=2.N1C2CCC3C=CC=CC=3C(=O)C=2S[CH:17]=1.IC. (5) Given the product [CH3:1][O:2][C:3]1[C:4]([N+:11]([O-:13])=[O:12])=[CH:5][C:6]([CH2:10][OH:18])=[N:7][CH:8]=1, predict the reactants needed to synthesize it. The reactants are: [CH3:1][O:2][C:3]1[C:4]([N+:11]([O-:13])=[O:12])=[CH:5][C:6]([CH3:10])=[N+:7]([O-])[CH:8]=1.[Li+].[OH-].C([O-])(=[O:18])C.[NH4+].[Cl-]. (6) Given the product [F:1][CH:2]([F:13])[C:3]1[C:4]([CH3:12])=[C:5]([NH2:9])[CH:6]=[CH:7][CH:8]=1, predict the reactants needed to synthesize it. The reactants are: [F:1][CH:2]([F:13])[C:3]1[C:4]([CH3:12])=[C:5]([N+:9]([O-])=O)[CH:6]=[CH:7][CH:8]=1. (7) Given the product [C@@H:1]1([N:14]2[C:23]3[N:22]=[CH:21][N:20]=[C:18]([OH:19])[C:17]=3[N:16]=[CH:15]2)[O:13][C@H:6]([CH2:7][OH:8])[C@@H:4]([OH:5])[C@H:2]1[OH:3], predict the reactants needed to synthesize it. The reactants are: [C@@H:1]1([N:14]2[C:23]3[N:22]=[CH:21][N:20]=[C:18]([OH:19])[C:17]=3[N:16]=[CH:15]2)[O:13][C@H:6]([CH2:7][O:8]P(O)(O)=O)[C@@H:4]([OH:5])[C@H:2]1[OH:3].C1N(CCS(O)(=O)=O)CCOC1.[OH-].[Na+]. (8) Given the product [CH3:1][CH:2]([CH3:34])[C@@H:3]([N:11]1[C:20](=[O:21])[C:19]2=[CH:22][NH:23][C:17]3[C:18]2=[C:13]([CH:14]=[CH:15][N:16]=3)[CH2:12]1)[C:4]([OH:6])=[O:5], predict the reactants needed to synthesize it. The reactants are: [CH3:1][CH:2]([CH3:34])[C@@H:3]([N:11]1[C:20](=[O:21])[C:19]2=[CH:22][N:23](S(C3C=CC(C)=CC=3)(=O)=O)[C:17]3[C:18]2=[C:13]([CH:14]=[CH:15][N:16]=3)[CH2:12]1)[C:4]([O:6]C(C)(C)C)=[O:5].CO.[OH-].[Na+]. (9) Given the product [C:15]1([C:14]2[NH:1][C:2]3=[N:3][CH:4]=[C:5]([C:6]([OH:8])=[O:7])[CH:11]=[C:12]3[CH:13]=2)[CH:20]=[CH:19][CH:18]=[CH:17][CH:16]=1, predict the reactants needed to synthesize it. The reactants are: [NH2:1][C:2]1[C:12]([C:13]#[C:14][C:15]2[CH:20]=[CH:19][CH:18]=[CH:17][CH:16]=2)=[CH:11][C:5]([C:6]([O:8]CC)=[O:7])=[CH:4][N:3]=1.CC(C)([O-])C.[K+].Cl.O. (10) Given the product [Br:1][C:2]1[CH:3]=[CH:4][C:5]([C:8]2[N:12]=[CH:11][N:10]([CH:14]3[CH2:15][CH2:16][CH2:17][CH2:20][O:21]3)[N:9]=2)=[N:6][CH:7]=1, predict the reactants needed to synthesize it. The reactants are: [Br:1][C:2]1[CH:3]=[CH:4][C:5]([C:8]2[N:12]=[CH:11][NH:10][N:9]=2)=[N:6][CH:7]=1.Br[C:14]1[CH:15]=[CH:16][C:17]([C:20](/N=C/N(C)C)=[O:21])=NC=1.NN.